This data is from Forward reaction prediction with 1.9M reactions from USPTO patents (1976-2016). The task is: Predict the product of the given reaction. The product is: [NH2:1][C:2]1[C:3]2[C:11](=[O:12])[CH:10]=[CH:9][N:8]([CH2:20][C:21]3[C:22]([C:32]4[CH:37]=[CH:36][CH:35]=[CH:34][C:33]=4[Cl:38])=[N:23][C:24]4[C:29]([CH:30]=3)=[CH:28][CH:27]=[CH:26][C:25]=4[CH3:31])[C:4]=2[N:5]=[CH:6][N:7]=1. Given the reactants [NH2:1][C:2]1[C:3]2[C:11](=[O:12])[CH:10]=[CH:9][NH:8][C:4]=2[N:5]=[CH:6][N:7]=1.C([O-])([O-])=O.[Cs+].[Cs+].Cl[CH2:20][C:21]1[C:22]([C:32]2[CH:37]=[CH:36][CH:35]=[CH:34][C:33]=2[Cl:38])=[N:23][C:24]2[C:29]([CH:30]=1)=[CH:28][CH:27]=[CH:26][C:25]=2[CH3:31], predict the reaction product.